This data is from NCI-60 drug combinations with 297,098 pairs across 59 cell lines. The task is: Regression. Given two drug SMILES strings and cell line genomic features, predict the synergy score measuring deviation from expected non-interaction effect. (1) Drug 1: CCC(=C(C1=CC=CC=C1)C2=CC=C(C=C2)OCCN(C)C)C3=CC=CC=C3.C(C(=O)O)C(CC(=O)O)(C(=O)O)O. Drug 2: CCN(CC)CCNC(=O)C1=C(NC(=C1C)C=C2C3=C(C=CC(=C3)F)NC2=O)C. Cell line: HCT-15. Synergy scores: CSS=-1.92, Synergy_ZIP=3.15, Synergy_Bliss=1.54, Synergy_Loewe=-11.5, Synergy_HSA=-9.52. (2) Drug 1: CS(=O)(=O)CCNCC1=CC=C(O1)C2=CC3=C(C=C2)N=CN=C3NC4=CC(=C(C=C4)OCC5=CC(=CC=C5)F)Cl. Drug 2: CCN(CC)CCNC(=O)C1=C(NC(=C1C)C=C2C3=C(C=CC(=C3)F)NC2=O)C. Cell line: NCIH23. Synergy scores: CSS=6.31, Synergy_ZIP=-3.09, Synergy_Bliss=-3.86, Synergy_Loewe=-3.22, Synergy_HSA=-2.77. (3) Drug 1: CCC1(CC2CC(C3=C(CCN(C2)C1)C4=CC=CC=C4N3)(C5=C(C=C6C(=C5)C78CCN9C7C(C=CC9)(C(C(C8N6C)(C(=O)OC)O)OC(=O)C)CC)OC)C(=O)OC)O.OS(=O)(=O)O. Drug 2: C1=NC2=C(N=C(N=C2N1C3C(C(C(O3)CO)O)F)Cl)N. Cell line: HCC-2998. Synergy scores: CSS=15.4, Synergy_ZIP=0.485, Synergy_Bliss=2.71, Synergy_Loewe=-3.45, Synergy_HSA=-1.13.